Dataset: Reaction yield outcomes from USPTO patents with 853,638 reactions. Task: Predict the reaction yield, written as a fraction of the theoretical maximum amount of product (1.0 means a 100% yield; for example, 0.34 means a 34% yield). (1) The reactants are Br[C:2]1[C:7](=[O:8])[N:6]([CH2:9][C:10]2[CH:15]=[CH:14][C:13]([C:16]3[C:17]([C:22]#[N:23])=[CH:18][CH:19]=[CH:20][CH:21]=3)=[CH:12][CH:11]=2)[C:5]([CH2:24][CH2:25][CH3:26])=[N:4][C:3]=1[CH3:27].[C:28]1([OH:34])[CH:33]=[CH:32][CH:31]=[CH:30][CH:29]=1.[OH-].[K+].CS(C)=O. The catalyst is C(OCC)(=O)C. The product is [CH3:27][C:3]1[N:4]=[C:5]([CH2:24][CH2:25][CH3:26])[N:6]([CH2:9][C:10]2[CH:15]=[CH:14][C:13]([C:16]3[C:17]([C:22]#[N:23])=[CH:18][CH:19]=[CH:20][CH:21]=3)=[CH:12][CH:11]=2)[C:7](=[O:8])[C:2]=1[O:34][C:28]1[CH:33]=[CH:32][CH:31]=[CH:30][CH:29]=1. The yield is 0.130. (2) The reactants are [F:1][C:2]1[CH:8]=[C:7]([F:9])[CH:6]=[CH:5][C:3]=1[NH2:4].[S:10]([CH3:12])[CH3:11].C1C(=O)N(Cl)C(=O)C1. The catalyst is C(Cl)Cl. The product is [F:1][C:2]1[CH:8]=[C:7]([F:9])[CH:6]=[C:5]([CH2:11][S:10][CH3:12])[C:3]=1[NH2:4]. The yield is 0.400. (3) The reactants are [Cl:1][C:2]1[CH:34]=[C:33]([Cl:35])[CH:32]=[CH:31][C:3]=1[CH2:4][N:5]1[C:9]([CH2:10][CH2:11][CH2:12][O:13][C:14]2[C:19]([O:20][CH3:21])=[CH:18][CH:17]=[CH:16][C:15]=2[CH2:22][C:23]([O:25][CH3:26])=[O:24])=[CH:8][C:7]([O:27]COC)=[N:6]1. The catalyst is CO.Cl. The product is [Cl:1][C:2]1[CH:34]=[C:33]([Cl:35])[CH:32]=[CH:31][C:3]=1[CH2:4][N:5]1[C:9]([CH2:10][CH2:11][CH2:12][O:13][C:14]2[C:19]([O:20][CH3:21])=[CH:18][CH:17]=[CH:16][C:15]=2[CH2:22][C:23]([O:25][CH3:26])=[O:24])=[CH:8][C:7]([OH:27])=[N:6]1. The yield is 0.960. (4) The reactants are [CH2:1]([C:7]1[C:8]2[S:17][CH:16]=[CH:15][C:9]=2[S:10][C:11]=1C(O)=O)[CH2:2][CH2:3][CH2:4][CH2:5][CH3:6].N1C2C(=CC=CC=2)C=CC=1.C(=O)=O. The catalyst is [Cu].CCCCCC. The product is [CH2:1]([C:7]1[C:8]2[S:17][CH:16]=[CH:15][C:9]=2[S:10][CH:11]=1)[CH2:2][CH2:3][CH2:4][CH2:5][CH3:6]. The yield is 0.903. (5) The reactants are [CH3:1][C:2]1[CH:3]=[N+:4]([O-:9])[CH:5]=[C:6]([CH3:8])[CH:7]=1.C([O-])(=O)C.C([O-])(=O)C.C([O-])(=O)C.[Tl+3].[Br:23]Br. The catalyst is C(O)(=O)C. The product is [Br:23][C:7]1[C:6]([CH3:8])=[CH:5][N+:4]([O-:9])=[CH:3][C:2]=1[CH3:1]. The yield is 0.540. (6) The reactants are [CH3:1][N:2]1[C:6]([CH:7]([OH:12])[CH2:8][N+:9]([O-])=O)=[CH:5][C:4]([CH3:13])=[N:3]1.C([O-])=O.[NH4+]. The catalyst is [Pd].CO. The product is [NH2:9][CH2:8][CH:7]([C:6]1[N:2]([CH3:1])[N:3]=[C:4]([CH3:13])[CH:5]=1)[OH:12]. The yield is 0.790. (7) The reactants are [NH2:1][CH2:2][CH2:3][NH:4][C:5]1[N:10]=[C:9]([C:11]2[CH:16]=[CH:15][C:14]([C:17]#[N:18])=[CH:13][CH:12]=2)[C:8]([C:19]2[NH:20][CH:21]=[CH:22][N:23]=2)=[CH:7][N:6]=1.[N+:24]([C:27]1[CH:28]=[C:29]([CH:33]=[CH:34][CH:35]=1)[C:30](O)=[O:31])([O-:26])=[O:25].Cl.CN(C)CCCN=C=NCC.O.ON1C2C=CC=CC=2N=N1. The catalyst is CN(C)C1C=CN=CC=1.CC(N(C)C)=O.C(OCC)(=O)C. The product is [C:17]([C:14]1[CH:15]=[CH:16][C:11]([C:9]2[C:8]([C:19]3[NH:23][CH:22]=[CH:21][N:20]=3)=[CH:7][N:6]=[C:5]([NH:4][CH2:3][CH2:2][NH:1][C:30]([C:29]3[CH:33]=[CH:34][CH:35]=[C:27]([N+:24]([O-:26])=[O:25])[CH:28]=3)=[O:31])[N:10]=2)=[CH:12][CH:13]=1)#[N:18]. The yield is 0.700.